This data is from Full USPTO retrosynthesis dataset with 1.9M reactions from patents (1976-2016). The task is: Predict the reactants needed to synthesize the given product. (1) The reactants are: [C:1]([C:5]1[CH:10]=[CH:9][C:8]([S:11]([NH:14][C:15]2[N:19]([CH3:20])[N:18]=[C:17]([O:21][CH2:22][CH2:23][OH:24])[C:16]=2[C:25]2[CH:30]=[CH:29][C:28]([CH3:31])=[CH:27][CH:26]=2)(=[O:13])=[O:12])=[CH:7][CH:6]=1)([CH3:4])([CH3:3])[CH3:2].[H-].[Na+].Cl[C:35]1[N:40]=[CH:39][C:38]([S:41][CH3:42])=[CH:37][N:36]=1.[Cl-].[NH4+]. Given the product [C:1]([C:5]1[CH:6]=[CH:7][C:8]([S:11]([NH:14][C:15]2[N:19]([CH3:20])[N:18]=[C:17]([O:21][CH2:22][CH2:23][O:24][C:35]3[N:40]=[CH:39][C:38]([S:41][CH3:42])=[CH:37][N:36]=3)[C:16]=2[C:25]2[CH:30]=[CH:29][C:28]([CH3:31])=[CH:27][CH:26]=2)(=[O:12])=[O:13])=[CH:9][CH:10]=1)([CH3:4])([CH3:3])[CH3:2], predict the reactants needed to synthesize it. (2) Given the product [ClH:2].[Cl:2][C:3]1[CH:8]=[CH:7][C:6]([C:9]2[CH2:14][CH2:13][NH:12][CH2:11][CH:10]=2)=[C:5]([CH2:22][C:23]([O:25][CH3:26])=[O:24])[CH:4]=1, predict the reactants needed to synthesize it. The reactants are: Cl.[Cl:2][C:3]1[CH:8]=[CH:7][C:6]([C:9]2[CH2:10][CH2:11][N:12](C(OC(C)(C)C)=O)[CH2:13][CH:14]=2)=[C:5]([CH2:22][C:23]([O:25][CH3:26])=[O:24])[CH:4]=1. (3) Given the product [CH3:2][N:3]([CH2:4][CH:5]([CH:14]1[CH2:19][CH2:18][CH2:17][CH2:16][CH:15]1[OH:25])[C:6]1[CH:11]=[CH:10][C:9]([O:12][CH3:13])=[CH:8][CH:7]=1)[CH3:21], predict the reactants needed to synthesize it. The reactants are: Cl.[CH3:2][N:3]([CH3:21])[CH2:4][CH:5]([C:14]1(O)[CH2:19][CH2:18][CH2:17][CH2:16][CH2:15]1)[C:6]1[CH:11]=[CH:10][C:9]([O:12][CH3:13])=[CH:8][CH:7]=1.C(Cl)Cl.[OH-:25].[Na+].